Dataset: Full USPTO retrosynthesis dataset with 1.9M reactions from patents (1976-2016). Task: Predict the reactants needed to synthesize the given product. (1) Given the product [CH:27]1[C:28]2[C:33](=[CH:32][CH:31]=[CH:30][CH:29]=2)[CH:34]=[CH:35][C:26]=1[S:23]([NH:22][CH2:21][C:20]([NH:19][CH2:18][CH:17]([C:37]([N:39]1[CH2:44][CH2:43][CH2:42][CH2:41][CH2:40]1)=[O:38])[NH:16][C:13]([CH:10]1[CH2:11][CH2:12][N:7]([C:4]2[CH:5]=[CH:6][N:1]=[CH:2][CH:3]=2)[CH2:8][CH2:9]1)=[O:14])=[O:36])(=[O:25])=[O:24], predict the reactants needed to synthesize it. The reactants are: [N:1]1[CH:6]=[CH:5][C:4]([N:7]2[CH2:12][CH2:11][CH:10]([C:13](Cl)=[O:14])[CH2:9][CH2:8]2)=[CH:3][CH:2]=1.[NH2:16][CH:17]([C:37]([N:39]1[CH2:44][CH2:43][CH2:42][CH2:41][CH2:40]1)=[O:38])[CH2:18][NH:19][C:20](=[O:36])[CH2:21][NH:22][S:23]([C:26]1[CH:35]=[CH:34][C:33]2[C:28](=[CH:29][CH:30]=[CH:31][CH:32]=2)[CH:27]=1)(=[O:25])=[O:24]. (2) The reactants are: C(OC([N:8]1[CH2:13][CH2:12][C:11]([CH3:47])([N:14]2[CH2:19][CH2:18][CH:17]([N:20]3[C@H:24]([C:25]4[CH:30]=[CH:29][CH:28]=[CH:27][CH:26]=4)[CH2:23][N:22]([CH2:31][CH:32]4[CH2:37][CH2:36][CH:35]([O:38][Si](C(C)(C)C)(C)C)[CH2:34][CH2:33]4)[C:21]3=[O:46])[CH2:16][CH2:15]2)[CH2:10][CH2:9]1)=O)(C)(C)C.C(O)(C(F)(F)F)=O. Given the product [OH:38][CH:35]1[CH2:36][CH2:37][CH:32]([CH2:31][N:22]2[CH2:23][C@@H:24]([C:25]3[CH:30]=[CH:29][CH:28]=[CH:27][CH:26]=3)[N:20]([CH:17]3[CH2:16][CH2:15][N:14]([C:11]4([CH3:47])[CH2:12][CH2:13][NH:8][CH2:9][CH2:10]4)[CH2:19][CH2:18]3)[C:21]2=[O:46])[CH2:33][CH2:34]1, predict the reactants needed to synthesize it. (3) Given the product [N:27]1[CH:32]=[CH:31][C:30]([C:14]2[CH:13]=[CH:12][C:11]3[CH2:5][CH2:6][N:7]([C:24]([O:26][C:10]([CH3:15])([CH3:11])[CH3:9])=[O:25])[CH2:8][CH2:9][C:10]=3[CH:15]=2)=[CH:29][CH:28]=1, predict the reactants needed to synthesize it. The reactants are: CC([CH:5]1[C:11]2[CH:12]=[CH:13][C:14](OS(C(F)(F)F)(=O)=O)=[CH:15][C:10]=2[CH2:9][CH2:8][N:7]([C:24]([O-:26])=[O:25])[CH2:6]1)(C)C.[N:27]1[CH:32]=[CH:31][C:30](B(O)O)=[CH:29][CH:28]=1. (4) Given the product [ClH:1].[ClH:1].[CH3:17][O:16][C:11]1[CH:12]=[CH:13][CH:14]=[CH:15][C:10]=1[CH2:9][O:8][C:4]1[CH:5]=[N:6][CH:7]=[C:2]([N:18]2[CH2:23][CH2:22][NH:21][CH2:20][CH2:19]2)[N:3]=1, predict the reactants needed to synthesize it. The reactants are: [Cl:1][C:2]1[CH:7]=[N:6][CH:5]=[C:4]([O:8][CH2:9][C:10]2[CH:15]=[CH:14][CH:13]=[CH:12][C:11]=2[O:16][CH3:17])[N:3]=1.[NH:18]1[CH2:23][CH2:22][NH:21][CH2:20][CH2:19]1.C([O-])([O-])=O.[K+].[K+]. (5) The reactants are: Cl.[N+:2]([C:5]1[CH:10]=[CH:9][C:8]([C:11]2[CH:12]=[C:13]3[C:18](=[CH:19][CH:20]=2)[CH:17]=[C:16]([O:21][CH2:22][CH2:23][O:24][CH2:25][CH2:26][O:27][CH2:28][CH2:29][OH:30])[CH:15]=[CH:14]3)=[CH:7][CH:6]=1)([O-])=O.[OH-].[Na+]. Given the product [NH2:2][C:5]1[CH:6]=[CH:7][C:8]([C:11]2[CH:12]=[C:13]3[C:18](=[CH:19][CH:20]=2)[CH:17]=[C:16]([O:21][CH2:22][CH2:23][O:24][CH2:25][CH2:26][O:27][CH2:28][CH2:29][OH:30])[CH:15]=[CH:14]3)=[CH:9][CH:10]=1, predict the reactants needed to synthesize it. (6) Given the product [CH:1]1([C:4](=[O:5])[CH2:16][CH2:15][C:14](=[O:17])[CH3:13])[CH2:3][CH2:2]1, predict the reactants needed to synthesize it. The reactants are: [CH:1]1([CH:4]=[O:5])[CH2:3][CH2:2]1.C(N(CC)CC)C.[CH3:13][C:14](=[O:17])[CH:15]=[CH2:16]. (7) Given the product [O:10]=[C:11]([C:13]1[CH:14]=[C:15]2[C:19](=[CH:20][CH:21]=1)[N:18]([Si:22]([CH:26]([CH3:28])[CH3:27])([CH:29]([CH3:31])[CH3:30])[CH:23]([CH3:24])[CH3:25])[CH:17]=[CH:16]2)[CH2:1][C:2]#[N:3], predict the reactants needed to synthesize it. The reactants are: [CH3:1][C:2]#[N:3].C([Li])CCC.C[O:10][C:11]([C:13]1[CH:14]=[C:15]2[C:19](=[CH:20][CH:21]=1)[N:18]([Si:22]([CH:29]([CH3:31])[CH3:30])([CH:26]([CH3:28])[CH3:27])[CH:23]([CH3:25])[CH3:24])[CH:17]=[CH:16]2)=O.Cl. (8) The reactants are: [S:1]1[C:5]([CH2:6][CH:7]([O:10][Si:11]([C:14]([CH3:17])([CH3:16])[CH3:15])([CH3:13])[CH3:12])[C:8]#[CH:9])=[CH:4][C:3]2[CH:18]=[CH:19][CH:20]=[CH:21][C:2]1=2.[I:22]N1C(=O)CCC1=O.C([O-])(O)=O.[Na+]. Given the product [S:1]1[C:5]([CH2:6][CH:7]([O:10][Si:11]([C:14]([CH3:15])([CH3:16])[CH3:17])([CH3:12])[CH3:13])/[CH:8]=[CH:9]/[I:22])=[CH:4][C:3]2[CH:18]=[CH:19][CH:20]=[CH:21][C:2]1=2, predict the reactants needed to synthesize it.